From a dataset of Reaction yield outcomes from USPTO patents with 853,638 reactions. Predict the reaction yield, written as a fraction of the theoretical maximum amount of product (1.0 means a 100% yield; for example, 0.34 means a 34% yield). (1) The reactants are [BH3-][C:2]#[N:3].[Na+].N[C:6]1[C:10]([C:11]([O:13][CH2:14][CH3:15])=[O:12])=[CH:9][N:8]([CH2:16][C:17]2[CH:22]=[CH:21][C:20]([O:23][CH3:24])=[CH:19][CH:18]=2)[N:7]=1.[CH2:25]=O. The catalyst is C(O)(=O)C. The product is [CH3:25][N:3]([CH3:2])[C:6]1[C:10]([C:11]([O:13][CH2:14][CH3:15])=[O:12])=[CH:9][N:8]([CH2:16][C:17]2[CH:22]=[CH:21][C:20]([O:23][CH3:24])=[CH:19][CH:18]=2)[N:7]=1. The yield is 0.540. (2) The reactants are [CH2:1]([C:3]1[N:4]=[C:5]([C:8]2[CH:9]=[N:10][NH:11][C:12]=2[NH2:13])[O:6][CH:7]=1)[CH3:2].[CH2:14]([N:16]1[C:24]2[C:19](=[CH:20][C:21]([C:25](=O)[CH2:26][C:27](OCC)=[O:28])=[CH:22][CH:23]=2)[CH:18]=[N:17]1)[CH3:15].CC1C=CC(S(O)(=O)=O)=CC=1. The catalyst is CCCCO. The product is [CH2:14]([N:16]1[C:24]2[C:19](=[CH:20][C:21]([C:25]3[NH:13][C:12]4[N:11]([N:10]=[CH:9][C:8]=4[C:5]4[O:6][CH:7]=[C:3]([CH2:1][CH3:2])[N:4]=4)[C:27](=[O:28])[CH:26]=3)=[CH:22][CH:23]=2)[CH:18]=[N:17]1)[CH3:15]. The yield is 0.510. (3) The reactants are [OH:1][CH2:2][CH2:3][C:4]1[CH:5]=[N:6][N:7]([C:9]2[CH:14]=[C:13]([C:15]#[N:16])[CH:12]=[CH:11][N:10]=2)[CH:8]=1.CCN(CC)CC.[CH3:24][S:25](Cl)(=[O:27])=[O:26].O. The catalyst is C(Cl)Cl. The product is [CH3:24][S:25]([O:1][CH2:2][CH2:3][C:4]1[CH:5]=[N:6][N:7]([C:9]2[CH:14]=[C:13]([C:15]#[N:16])[CH:12]=[CH:11][N:10]=2)[CH:8]=1)(=[O:27])=[O:26]. The yield is 0.870. (4) The reactants are [CH2:1]([O:8][C:9](=[O:21])[NH:10][C@@H:11]1[CH2:19][C:18]2[C:13](=[CH:14][CH:15]=[C:16]([Br:20])[CH:17]=2)[CH2:12]1)[C:2]1[CH:7]=[CH:6][CH:5]=[CH:4][CH:3]=1.[H-].[Na+].[CH2:24](I)[CH3:25]. The catalyst is CN(C=O)C. The product is [CH2:1]([O:8][C:9](=[O:21])[N:10]([C@@H:11]1[CH2:19][C:18]2[C:13](=[CH:14][CH:15]=[C:16]([Br:20])[CH:17]=2)[CH2:12]1)[CH2:24][CH3:25])[C:2]1[CH:3]=[CH:4][CH:5]=[CH:6][CH:7]=1. The yield is 0.930. (5) The reactants are C([O:8][C:9]1[CH:14]=[C:13]([O:15][CH2:16][O:17][CH3:18])[CH:12]=[CH:11][C:10]=1[C:19]([C:21]1[CH:26]=[CH:25][C:24]([O:27][CH2:28][C:29]2[N:30]=[C:31]([C:35]3[CH:40]=[CH:39][CH:38]=[CH:37][CH:36]=3)[O:32][C:33]=2[CH3:34])=[CH:23][CH:22]=1)=[O:20])C1C=CC=CC=1. The catalyst is [C].[Pd].C(OCC)(=O)C. The product is [OH:8][C:9]1[CH:14]=[C:13]([O:15][CH2:16][O:17][CH3:18])[CH:12]=[CH:11][C:10]=1[C:19]([C:21]1[CH:22]=[CH:23][C:24]([O:27][CH2:28][C:29]2[N:30]=[C:31]([C:35]3[CH:36]=[CH:37][CH:38]=[CH:39][CH:40]=3)[O:32][C:33]=2[CH3:34])=[CH:25][CH:26]=1)=[O:20]. The yield is 0.760. (6) The reactants are [F:1][C:2]1[CH:7]=[C:6]([F:8])[CH:5]=[CH:4][C:3]=1[NH:9][C:10](=[O:48])[NH:11][C:12]1[CH:46]=[CH:45][C:15]([O:16][C:17]2[CH:22]=[CH:21][N:20]=[C:19]3[CH:23]=[C:24]([C:26]4[N:27]([CH3:44])[C:28]([CH2:31][N:32]([CH2:40][CH2:41][O:42][CH3:43])C(=O)OC(C)(C)C)=[CH:29][N:30]=4)[S:25][C:18]=23)=[C:14]([F:47])[CH:13]=1.Cl.O1CCOCC1.CCOC(C)=O. The catalyst is C(Cl)Cl.O.C([O-])(O)=O.[Na+]. The product is [F:1][C:2]1[CH:7]=[C:6]([F:8])[CH:5]=[CH:4][C:3]=1[NH:9][C:10]([NH:11][C:12]1[CH:46]=[CH:45][C:15]([O:16][C:17]2[CH:22]=[CH:21][N:20]=[C:19]3[CH:23]=[C:24]([C:26]4[N:27]([CH3:44])[C:28]([CH2:31][NH:32][CH2:40][CH2:41][O:42][CH3:43])=[CH:29][N:30]=4)[S:25][C:18]=23)=[C:14]([F:47])[CH:13]=1)=[O:48]. The yield is 0.610. (7) The reactants are [C:1]([C:4]1[N:9]=[C:8]([C:10]2[CH:15]=[CH:14][C:13](B(O)O)=[CH:12][CH:11]=2)[C:7]([CH3:19])=[N:6][C:5]=1[CH3:20])(=[O:3])[NH2:2].[Cl:21][C:22]1[C:23](OS(C(F)(F)F)(=O)=O)=[CH:24][C:25]([CH3:34])=[C:26]([CH2:28][C:29]([O:31][CH2:32][CH3:33])=[O:30])[CH:27]=1.C(=O)([O-])[O-].[Na+].[Na+].[Cl-].[Li+]. The catalyst is COCCOC.C(O)C.C1C=CC([P]([Pd]([P](C2C=CC=CC=2)(C2C=CC=CC=2)C2C=CC=CC=2)([P](C2C=CC=CC=2)(C2C=CC=CC=2)C2C=CC=CC=2)[P](C2C=CC=CC=2)(C2C=CC=CC=2)C2C=CC=CC=2)(C2C=CC=CC=2)C2C=CC=CC=2)=CC=1. The product is [C:1]([C:4]1[N:9]=[C:8]([C:10]2[CH:15]=[CH:14][C:13]([C:23]3[CH:24]=[C:25]([CH3:34])[C:26]([CH2:28][C:29]([O:31][CH2:32][CH3:33])=[O:30])=[CH:27][C:22]=3[Cl:21])=[CH:12][CH:11]=2)[C:7]([CH3:19])=[N:6][C:5]=1[CH3:20])(=[O:3])[NH2:2]. The yield is 0.706. (8) The reactants are [Br:1][C:2]1[CH:7]=[CH:6][C:5]([CH2:8][C:9]#[N:10])=[C:4]([O:11][CH3:12])[CH:3]=1.Br[CH2:14][CH2:15][CH2:16]Br.[H-].[Na+]. The catalyst is CN(C)C=O. The product is [Br:1][C:2]1[CH:7]=[CH:6][C:5]([C:8]2([C:9]#[N:10])[CH2:16][CH2:15][CH2:14]2)=[C:4]([O:11][CH3:12])[CH:3]=1. The yield is 0.348. (9) The reactants are C([Li])CCC.CCCCCC.[C:12](#[N:14])[CH3:13].Br[C:16]1[CH:21]=[CH:20][CH:19]=[C:18]([O:22][CH3:23])[N:17]=1. The catalyst is C1COCC1. The product is [CH3:23][O:22][C:18]1[N:17]=[C:16]([CH2:13][C:12]#[N:14])[CH:21]=[CH:20][CH:19]=1. The yield is 0.580. (10) The yield is 0.420. The product is [NH2:5][C:6]1[N:11]=[CH:10][C:9](/[CH:12]=[CH:13]/[C:14]([N:18]([CH3:17])[CH2:19][C:20]2[S:27][C:23]3[S:24][CH:25]=[CH:26][C:22]=3[CH:21]=2)=[O:16])=[CH:8][CH:7]=1. The reactants are C(Cl)CCl.[NH2:5][C:6]1[N:11]=[CH:10][C:9](/[CH:12]=[CH:13]/[C:14]([OH:16])=O)=[CH:8][CH:7]=1.[CH3:17][NH:18][CH2:19][C:20]1[S:27][C:23]2[S:24][CH:25]=[CH:26][C:22]=2[CH:21]=1.C1C=CC2N(O)N=NC=2C=1.O.CCN(CC)CC. The catalyst is CN(C=O)C.